Dataset: Experimentally validated miRNA-target interactions with 360,000+ pairs, plus equal number of negative samples. Task: Binary Classification. Given a miRNA mature sequence and a target amino acid sequence, predict their likelihood of interaction. (1) The protein sequence of the target gene is MEQPRKAVVVTGFGPFGEHTVNASWIAVQELEKLGLGDSVDLHVYEIPVEYQTVQRLIPALWEKHSPQLVVHVGVSGMATTVTLEKCGHNKGYKGLDNCRFCPGSQCCVEDGPESIDSIIDMDAVCKRVTTLGLDVSVTISQDAGRYLCDFTYYTSLYQGRGRSAFVHVPPLGKPYNADQLGRALRAIIEEMLGVLEQAEGDISCCRQL. Result: 0 (no interaction). The miRNA is hsa-miR-208a-3p with sequence AUAAGACGAGCAAAAAGCUUGU. (2) The miRNA is hsa-miR-8074 with sequence CUAUGGCGAGACUGGCAUGUACUC. The protein sequence of the target gene is MWGLAGGRLFGIFSAPVLVAVVCCAQSVNDPGNMSFVKETVDKLLKGYDIRLRPDFGGPPVCVGMNIDIASIDMVSEVNMDYTLTMYFQQYWRDKRLAYSGIPLNLTLDNRVADQLWVPDTYFLNDKKSFVHGVTVKNRMIRLHPDGTVLYGLRITTTAACMMDLRRYPLDEQNCTLEIESYGYTTDDIEFYWRGGDKAVTGVERIELPQFSIVEHRLVSRNVVFATGAYPRLSLSFRLKRNIGYFILQTYMPSILITILSWVSFWINYDASAARVALGITTVLTMTTINTHLRETLPKI.... Result: 0 (no interaction). (3) Result: 0 (no interaction). The miRNA is mmu-miR-615-5p with sequence GGGGGUCCCCGGUGCUCGGAUC. The protein sequence of the target gene is MPRGWAAPLLLLLLQGGWGCPDLVCYTDYLQTVICILEMWNLHPSTLTLTWQDQYEELKDEATSCSLHRSAHNATHATYTCHMDVFHFMADDIFSVNITDQSGNYSQECGSFLLAESIKPAPPFNVTVTFSGQYNISWRSDYEDPAFYMLKGKLQYELQYRNRGDPWAVSPRRKLISVDSRSVSLLPLEFRKDSSYELQVRAGPMPGSSYQGTWSEWSDPVIFQTQSEELKEGWNPHLLLLLLLVIVFIPAFWSLKTHPLWRLWKKIWAVPSPERFFMPLYKGCSGDFKKWVGAPFTGSS.... (4) The miRNA is hsa-miR-6763-3p with sequence CUCCCCGGCCUCUGCCCCCAG. The protein sequence of the target gene is MTSLYGRHAEKTTDMPKPSAPKVHVQRSVSRDTIAIHFSASGEEEEEEEEEFREYFEEGLDDQSIVTGLEAKEDLYLEPQVGHDPAGPAASPVLADGLSVSQAPAILPVSKNTVKLLESPVPAAQVLSTVPLAVSPGSSSSGPLASSPSVSSLSEQKTSSSSPLSSPSKSPILSSSASTSTLSSAKPFMSLVKSLSTEVEPKESPHPARHRHLMKTLVKSLSTDTSRQESDTVSYKPPDSKLNLHLFKQFTQPRNTGGDSKTAPSSPLTSPSDTRSFFKVPEMEAKIEDTKRRLSEVIYE.... Result: 0 (no interaction). (5) The miRNA is mmu-miR-29a-3p with sequence UAGCACCAUCUGAAAUCGGUUA. The protein sequence of the target gene is MSFRGGGRGGFNRGGGGGGFNRGGSSNHFRGGGGGGGGGNFRGGGRGGFGRGGGRGGFNKGQDQGPPERVVLLGEFLHPCEDDIVCKCTTDENKVPYFNAPVYLENKEQIGKVDEIFGQLRDFYFSVKLSENMKASSFKKLQKFYIDPYKLLPLQRFLPRPPGEKGPPRGGGRGGRGGGRGGGGRGGGRGGGFRGGRGGGGGGFRGGRGGGFRGRGH. Result: 0 (no interaction). (6) The miRNA is hsa-miR-148b-3p with sequence UCAGUGCAUCACAGAACUUUGU. The protein sequence of the target gene is MAAPEPARAAPPPPPPPPPPLGADRVVKAVPFPPTHRLTSEEVFDMDGIPRVDVLKNHLVKEGRVDEEIALRIINEGAAILRREKTMIEVEAPITVCGDIHGQFFDLMKLFEVGGSPANTRYLFLGDYVDRGYFSIECVLYLWVLKILYPSTLFLLRGNHECRHLTEYFTFKQECKIKYSERVYEACMEAFDSLPLAALLNQQFLCVHGGLSPEIHTLDDIRRLDRFKEPPAFGPMCDLLWSDPSEDFGNEKSQEHFSHNTVRGCSYFYNYPAVCEFLQNNNLLSIIRAHEAQDAGYRMY.... Result: 0 (no interaction). (7) The miRNA is hsa-miR-1-5p with sequence ACAUACUUCUUUAUAUGCCCAU. The protein sequence of the target gene is MTILFLTMVISYFGCMKAAPMKEANIRGQGGLAYPGVRTHGTLESVNGPKAGSRGLTSLADTFEHVIEELLDEDQKVRPNEENNKDADLYTSRVMLSSQVPLEPPLLFLLEEYKNYLDAANMSMRVRRHSDPARRGELSVCDSISEWVTAADKKTAVDMSGGTVTVLEKVPVSKGQLKQYFYETKCNPMGYTKEGCRGIDKRHWNSQCRTTQSYVRALTMDSKKRIGWRFIRIDTSCVCTLTIKRGR. Result: 1 (interaction).